From a dataset of Forward reaction prediction with 1.9M reactions from USPTO patents (1976-2016). Predict the product of the given reaction. (1) Given the reactants C([O:4][C:5]1[CH:10]=[C:9]([C:11]#[N:12])[C:8](Br)=[C:7]([C:14]#[N:15])[C:6]=1[O:16]C(=O)C)(=O)C.[F:20][C:21]1[CH:26]=[C:25]([F:27])[CH:24]=[CH:23][C:22]=1/[CH:28]=[CH:29]/B1OC(C)(C)C(C)(C)O1, predict the reaction product. The product is: [F:20][C:21]1[CH:26]=[C:25]([F:27])[CH:24]=[CH:23][C:22]=1/[CH:28]=[CH:29]/[C:8]1[C:7]([C:14]#[N:15])=[C:6]([OH:16])[C:5]([OH:4])=[CH:10][C:9]=1[C:11]#[N:12]. (2) Given the reactants [Br:1][C:2]1[CH:7]=[CH:6][N:5]=[C:4]2[N:8]([CH3:13])[C:9]([CH3:12])=[C:10](I)[C:3]=12.[CH3:14][N:15]1[C:23]2[C:18](=[CH:19][CH:20]=[C:21](B3OC(C)(C)C(C)(C)O3)[CH:22]=2)[CH2:17][CH2:16]1.C(=O)([O-])[O-].[Na+].[Na+], predict the reaction product. The product is: [Br:1][C:2]1[CH:7]=[CH:6][N:5]=[C:4]2[N:8]([CH3:13])[C:9]([CH3:12])=[C:10]([C:21]3[CH:22]=[C:23]4[C:18]([CH2:17][CH2:16][N:15]4[CH3:14])=[CH:19][CH:20]=3)[C:3]=12.